Dataset: Full USPTO retrosynthesis dataset with 1.9M reactions from patents (1976-2016). Task: Predict the reactants needed to synthesize the given product. (1) Given the product [Cl:1][C:2]1[CH:10]=[CH:9][C:8]2[N:7]([CH2:24][C:22]([CH:18]3[CH2:21][CH2:20][CH2:19]3)([C:25]3[CH:30]=[CH:29][C:28]([F:31])=[CH:27][CH:26]=3)[OH:23])[C:6]3[CH2:11][CH2:12][N:13]([CH3:15])[CH2:14][C:5]=3[C:4]=2[CH:3]=1, predict the reactants needed to synthesize it. The reactants are: [Cl:1][C:2]1[CH:10]=[CH:9][C:8]2[NH:7][C:6]3[CH2:11][CH2:12][N:13]([CH3:15])[CH2:14][C:5]=3[C:4]=2[CH:3]=1.[H-].[Na+].[CH:18]1([C:22]2([C:25]3[CH:30]=[CH:29][C:28]([F:31])=[CH:27][CH:26]=3)[CH2:24][O:23]2)[CH2:21][CH2:20][CH2:19]1. (2) Given the product [O:22]([CH2:21][C:18]1[CH:17]=[CH:16][C:15]([CH2:3][CH2:2][C:1]([O:5][CH2:6][CH3:7])=[O:4])=[CH:20][CH:19]=1)[C:23]1[CH:28]=[CH:27][CH:26]=[CH:25][CH:24]=1, predict the reactants needed to synthesize it. The reactants are: [C:1]([O:5][CH2:6][CH3:7])(=[O:4])[CH:2]=[CH2:3].N1C=CC=CC=1.I[C:15]1[CH:20]=[CH:19][C:18]([CH2:21][O:22][C:23]2[CH:28]=[CH:27][CH:26]=[CH:25][CH:24]=2)=[CH:17][CH:16]=1. (3) Given the product [ClH:12].[Cl:12][C:11]1[CH:7]=[C:3]([C:4]([NH2:6])=[O:5])[C:1](=[NH:2])[N:24]([CH2:23][C:21]2[CH:22]=[C:17]([Cl:16])[CH:18]=[CH:19][C:20]=2[S:25]([CH:28]([CH3:30])[CH3:29])(=[O:27])=[O:26])[CH:10]=1, predict the reactants needed to synthesize it. The reactants are: [C:1]([CH:3]([CH:7]1[C:11]([Cl:12])=[C:10](Cl)C(=O)O1)[C:4]([NH2:6])=[O:5])#[N:2].Cl.[Cl:16][C:17]1[CH:18]=[CH:19][C:20]([S:25]([CH:28]([CH3:30])[CH3:29])(=[O:27])=[O:26])=[C:21]([CH2:23][NH2:24])[CH:22]=1.C(=O)([O-])[O-].[K+].[K+].[OH-].[Na+]. (4) Given the product [ClH:52].[C:1]([N:5]1[C:9]([NH:10][C:11](=[O:16])[C:12]([F:15])([F:13])[F:14])=[CH:8][C:7]([CH:17]2[CH2:18][CH:19]([C:21]3[CH:26]=[CH:25][CH:24]=[C:23]([CH2:27][NH:36][CH:33]4[CH2:35][CH2:34]4)[CH:22]=3)[CH2:20]2)=[N:6]1)([CH3:4])([CH3:2])[CH3:3], predict the reactants needed to synthesize it. The reactants are: [C:1]([N:5]1[C:9]([NH:10][C:11](=[O:16])[C:12]([F:15])([F:14])[F:13])=[CH:8][C:7]([CH:17]2[CH2:20][CH:19]([C:21]3[CH:26]=[CH:25][CH:24]=[C:23]([CH:27]=O)[CH:22]=3)[CH2:18]2)=[N:6]1)([CH3:4])([CH3:3])[CH3:2].C(O)(=O)C.[CH:33]1([NH2:36])[CH2:35][CH2:34]1.C(O[BH-](OC(=O)C)OC(=O)C)(=O)C.[Na+].C(Cl)[Cl:52].